The task is: Predict the reaction yield, written as a fraction of the theoretical maximum amount of product (1.0 means a 100% yield; for example, 0.34 means a 34% yield).. This data is from Buchwald-Hartwig C-N cross coupling reaction yields with 55,370 reactions. (1) The reactants are Ic1cccnc1.Cc1ccc(N)cc1.O=S(=O)(O[Pd]1c2ccccc2-c2ccccc2N~1)C(F)(F)F.COc1ccc(OC)c(P([C@]23C[C@H]4C[C@H](C[C@H](C4)C2)C3)[C@]23C[C@H]4C[C@H](C[C@H](C4)C2)C3)c1-c1c(C(C)C)cc(C(C)C)cc1C(C)C.CN1CCCN2CCCN=C12.COC(=O)c1cc(-c2ccco2)on1. No catalyst specified. The product is Cc1ccc(Nc2cccnc2)cc1. The yield is 0.840. (2) The reactants are Brc1cccnc1.Cc1ccc(N)cc1.O=S(=O)(O[Pd]1c2ccccc2-c2ccccc2N~1)C(F)(F)F.COc1ccc(OC)c(P(C(C)(C)C)C(C)(C)C)c1-c1c(C(C)C)cc(C(C)C)cc1C(C)C.CN1CCCN2CCCN=C12.Fc1cccc(F)c1-c1ccno1. No catalyst specified. The product is Cc1ccc(Nc2cccnc2)cc1. The yield is 0.560. (3) No catalyst specified. The yield is 0.0546. The reactants are CCc1ccc(Cl)cc1.Cc1ccc(N)cc1.O=S(=O)(O[Pd]1c2ccccc2-c2ccccc2N~1)C(F)(F)F.CC(C)c1cc(C(C)C)c(-c2ccccc2P(C(C)(C)C)C(C)(C)C)c(C(C)C)c1.CN1CCCN2CCCN=C12.c1ccc(CN(Cc2ccccc2)c2ccon2)cc1. The product is CCc1ccc(Nc2ccc(C)cc2)cc1. (4) The reactants are COc1ccc(I)cc1.Cc1ccc(N)cc1.O=S(=O)(O[Pd]1c2ccccc2-c2ccccc2N~1)C(F)(F)F.CC(C)c1cc(C(C)C)c(-c2ccccc2P(C2CCCCC2)C2CCCCC2)c(C(C)C)c1.CCN=P(N=P(N(C)C)(N(C)C)N(C)C)(N(C)C)N(C)C.c1ccc2nocc2c1. No catalyst specified. The product is COc1ccc(Nc2ccc(C)cc2)cc1. The yield is 0.0911. (5) The reactants are CCc1ccc(Cl)cc1.Cc1ccc(N)cc1.O=S(=O)(O[Pd]1c2ccccc2-c2ccccc2N~1)C(F)(F)F.CC(C)c1cc(C(C)C)c(-c2ccccc2P(C2CCCCC2)C2CCCCC2)c(C(C)C)c1.CN1CCCN2CCCN=C12.COC(=O)c1cc(-c2ccco2)on1. No catalyst specified. The product is CCc1ccc(Nc2ccc(C)cc2)cc1. The yield is 0.00943.